From a dataset of Reaction yield outcomes from USPTO patents with 853,638 reactions. Predict the reaction yield, written as a fraction of the theoretical maximum amount of product (1.0 means a 100% yield; for example, 0.34 means a 34% yield). (1) The reactants are [Cl:1][C:2]1[CH:7]=[C:6](I)[C:5]([I:9])=[CH:4][C:3]=1[Cl:10].[OH:11][C:12]1[CH:13]=[C:14](B(O)O)[CH:15]=[CH:16][CH:17]=1.C([O-])([O-])=O.[Na+].[Na+].O. The catalyst is O1CCOCC1.C1C=CC([P]([Pd]([P](C2C=CC=CC=2)(C2C=CC=CC=2)C2C=CC=CC=2)([P](C2C=CC=CC=2)(C2C=CC=CC=2)C2C=CC=CC=2)[P](C2C=CC=CC=2)(C2C=CC=CC=2)C2C=CC=CC=2)(C2C=CC=CC=2)C2C=CC=CC=2)=CC=1. The product is [Cl:10][C:3]1[C:2]([Cl:1])=[CH:7][C:6]([C:16]2[CH:17]=[C:12]([OH:11])[CH:13]=[CH:14][CH:15]=2)=[C:5]([I:9])[CH:4]=1. The yield is 0.220. (2) The reactants are [NH2:1][C:2]1[CH:7]=[CH:6][C:5]([Br:8])=[CH:4][N:3]=1.[CH3:9][C:10](=O)[CH2:11][CH2:12][C:13](=O)[CH3:14].C1(C)C=CC(S(O)(=O)=O)=CC=1. The catalyst is CCCCCCC. The product is [Br:8][C:5]1[CH:6]=[CH:7][C:2]([N:1]2[C:13]([CH3:14])=[CH:12][CH:11]=[C:10]2[CH3:9])=[N:3][CH:4]=1. The yield is 0.800.